Dataset: Cav3 T-type calcium channel HTS with 100,875 compounds. Task: Binary Classification. Given a drug SMILES string, predict its activity (active/inactive) in a high-throughput screening assay against a specified biological target. (1) The molecule is O1CC2N(c3nc4c(cc3CC32C(=O)N(C(=O)N(C3=O)C)C)cc(cc4)C)CC1. The result is 0 (inactive). (2) The molecule is S(CC(=O)c1c(n(CCC)c(=O)n(c1=O)C)N)c1n(nnn1)c1ccc(O)cc1. The result is 0 (inactive). (3) The molecule is Clc1ccc(C(NC(=O)N)CC(OCC(=O)N2CCC(CC2)C(OC)=O)=O)cc1. The result is 0 (inactive). (4) The compound is O=C1CC(CC(N2CCCC2)=C1C(=O)CC)(C)C. The result is 0 (inactive). (5) The compound is O1C2(OCC1)CCN(CC2)Cc1c2c3c(ccc2oc(=O)c1)cccc3. The result is 0 (inactive).